Task: Regression. Given a peptide amino acid sequence and an MHC pseudo amino acid sequence, predict their binding affinity value. This is MHC class I binding data.. Dataset: Peptide-MHC class I binding affinity with 185,985 pairs from IEDB/IMGT (1) The peptide sequence is YVIPDELIDV. The MHC is HLA-A68:02 with pseudo-sequence HLA-A68:02. The binding affinity (normalized) is 0.459. (2) The binding affinity (normalized) is 0.461. The MHC is HLA-B08:01 with pseudo-sequence HLA-B08:01. The peptide sequence is WTMKIGIGIL. (3) The peptide sequence is IESNPLFPV. The MHC is HLA-B51:01 with pseudo-sequence HLA-B51:01. The binding affinity (normalized) is 0.0847. (4) The peptide sequence is IVRTNRNEL. The MHC is HLA-B57:01 with pseudo-sequence HLA-B57:01. The binding affinity (normalized) is 0.0847. (5) The peptide sequence is LMQCWQLLA. The MHC is HLA-A03:01 with pseudo-sequence HLA-A03:01. The binding affinity (normalized) is 0.0847.